This data is from hERG potassium channel inhibition data for cardiac toxicity prediction from Karim et al.. The task is: Regression/Classification. Given a drug SMILES string, predict its toxicity properties. Task type varies by dataset: regression for continuous values (e.g., LD50, hERG inhibition percentage) or binary classification for toxic/non-toxic outcomes (e.g., AMES mutagenicity, cardiotoxicity, hepatotoxicity). Dataset: herg_karim. (1) The result is 1 (blocker). The compound is CCCCCCCN(CC)CC#CCCc1ccccc1. (2) The molecule is FC(F)(F)c1cc(Nc2ccccc2)nc(NCc2ccc3c(c2)OCO3)n1. The result is 0 (non-blocker). (3) The compound is C[C@H]([C@@H](O)c1ccc2c(c1)COC(=O)N2)N1CCC(O)(c2ccc(F)cc2)CC1. The result is 1 (blocker).